Task: Predict the reaction yield, written as a fraction of the theoretical maximum amount of product (1.0 means a 100% yield; for example, 0.34 means a 34% yield).. Dataset: Reaction yield outcomes from USPTO patents with 853,638 reactions (1) The reactants are [N:1]([C@H:4]1[C@H:11]([OH:12])[C@@H:10]([CH2:13][OH:14])[O:9][CH:6]([O:7][CH3:8])[C@@H:5]1[O:15][CH2:16][C:17]1[CH:22]=[CH:21][CH:20]=[CH:19][CH:18]=1)=[N+:2]=[N-:3].[C:23](Cl)(=[O:30])[C:24]1[CH:29]=[CH:28][CH:27]=[CH:26][CH:25]=1.O. The catalyst is N1C=CC=CC=1. The product is [N:1]([C@H:4]1[C@H:11]([OH:12])[C@@H:10]([CH2:13][O:14][C:23](=[O:30])[C:24]2[CH:29]=[CH:28][CH:27]=[CH:26][CH:25]=2)[O:9][CH:6]([O:7][CH3:8])[C@@H:5]1[O:15][CH2:16][C:17]1[CH:22]=[CH:21][CH:20]=[CH:19][CH:18]=1)=[N+:2]=[N-:3]. The yield is 0.780. (2) The reactants are [Cl:1][C:2]1[CH:3]=[C:4]([C:24]2([C:32]([O:34]CC)=[O:33])[CH2:29][CH2:28][C:27]([CH3:31])([CH3:30])[CH2:26][CH2:25]2)[CH:5]=[C:6]([C:14]2[CH:19]=[CH:18][C:17]([C:20]([F:23])([F:22])[F:21])=[CH:16][CH:15]=2)[C:7]=1[O:8][CH2:9][C:10]([F:13])([F:12])[F:11].O.[OH-].[Li+]. The catalyst is CO.C1COCC1.O. The product is [Cl:1][C:2]1[CH:3]=[C:4]([C:24]2([C:32]([OH:34])=[O:33])[CH2:29][CH2:28][C:27]([CH3:30])([CH3:31])[CH2:26][CH2:25]2)[CH:5]=[C:6]([C:14]2[CH:15]=[CH:16][C:17]([C:20]([F:21])([F:22])[F:23])=[CH:18][CH:19]=2)[C:7]=1[O:8][CH2:9][C:10]([F:12])([F:13])[F:11]. The yield is 0.670.